From a dataset of Full USPTO retrosynthesis dataset with 1.9M reactions from patents (1976-2016). Predict the reactants needed to synthesize the given product. (1) The reactants are: [CH3:1][CH:2]([CH3:33])[CH2:3][C@H:4]([N:22]1C(=O)C2C(=CC=CC=2)C1=O)[CH2:5][N:6]1[CH:11]=[CH:10][C:9](B2OC(C)(C)C(C)(C)O2)=[CH:8][C:7]1=[O:21].Cl[C:35]1[CH:36]=[CH:37][C:38]2[N:39]([C:41]([CH3:44])=[CH:42][N:43]=2)[N:40]=1.C(Cl)Cl.CC([O-])=O.[K+]. Given the product [NH2:22][C@@H:4]([CH2:3][CH:2]([CH3:1])[CH3:33])[CH2:5][N:6]1[CH:11]=[CH:10][C:9]([C:35]2[CH:36]=[CH:37][C:38]3[N:39]([C:41]([CH3:44])=[CH:42][N:43]=3)[N:40]=2)=[CH:8][C:7]1=[O:21], predict the reactants needed to synthesize it. (2) Given the product [CH2:13]([C:4]1[CH:5]=[N:6][CH:7]=[C:8]([Br:10])[CH:9]=1)[CH:12]=[CH2:11], predict the reactants needed to synthesize it. The reactants are: [Li+].[Cl-].Br[C:4]1[CH:5]=[N:6][CH:7]=[C:8]([Br:10])[CH:9]=1.[CH2:11](Br)[CH:12]=[CH2:13]. (3) Given the product [Cl:1][C:2]1[CH:3]=[C:4]([CH:14]=[CH:15][C:16]=1[Cl:17])[CH2:5][N:6]1[CH2:11][CH2:10][O:9][CH:8]([CH2:12][NH:13][C:27](=[O:28])[CH2:26][C:21]2[CH:22]=[CH:23][C:24]([Cl:25])=[C:19]([Cl:18])[CH:20]=2)[CH2:7]1, predict the reactants needed to synthesize it. The reactants are: [Cl:1][C:2]1[CH:3]=[C:4]([CH:14]=[CH:15][C:16]=1[Cl:17])[CH2:5][N:6]1[CH2:11][CH2:10][O:9][CH:8]([CH2:12][NH2:13])[CH2:7]1.[Cl:18][C:19]1[CH:20]=[C:21]([CH2:26][C:27](O)=[O:28])[CH:22]=[CH:23][C:24]=1[Cl:25]. (4) Given the product [Cl:67][C:62]1[CH:63]=[CH:64][CH:65]=[CH:66][C:61]=1[N:58]1[C:54]2=[N:55][CH:56]=[N:57][C:52]([O:51][C@@H:41]([CH2:40][O:39][CH2:38][CH2:37][OH:36])[C:42]([NH:44][C:45]3[CH:50]=[CH:49][CH:48]=[CH:47][N:46]=3)=[O:43])=[C:53]2[CH:60]=[N:59]1, predict the reactants needed to synthesize it. The reactants are: [F-].C([N+](CCCC)(CCCC)CCCC)CCC.[Si]([O:36][CH2:37][CH2:38][O:39][CH2:40][C@H:41]([O:51][C:52]1[N:57]=[CH:56][N:55]=[C:54]2[N:58]([C:61]3[CH:66]=[CH:65][CH:64]=[CH:63][C:62]=3[Cl:67])[N:59]=[CH:60][C:53]=12)[C:42]([NH:44][C:45]1[CH:50]=[CH:49][CH:48]=[CH:47][N:46]=1)=[O:43])(C(C)(C)C)(C1C=CC=CC=1)C1C=CC=CC=1. (5) Given the product [F:29][C:4]1[CH:3]=[C:2]([NH:1][C:55]([NH:54][C:52](=[O:53])[CH2:51][C:45]2[CH:46]=[CH:47][CH:48]=[CH:49][CH:50]=2)=[S:56])[CH:28]=[CH:27][C:5]=1[O:6][C:7]1[CH:12]=[CH:11][N:10]=[C:9]([NH:13][C:14]([N:16]2[CH2:17][CH2:18][N:19]([CH:22]3[CH2:23][N:24]([CH3:26])[CH2:25]3)[CH2:20][CH2:21]2)=[O:15])[CH:8]=1, predict the reactants needed to synthesize it. The reactants are: [NH2:1][C:2]1[CH:28]=[CH:27][C:5]([O:6][C:7]2[CH:12]=[CH:11][N:10]=[C:9]([NH:13][C:14]([N:16]3[CH2:21][CH2:20][N:19]([CH:22]4[CH2:25][N:24]([CH3:26])[CH2:23]4)[CH2:18][CH2:17]3)=[O:15])[CH:8]=2)=[C:4]([F:29])[CH:3]=1.[C@]12(CS(O)(=O)=O)C(C)(C)C(CC1)CC2=O.[C:45]1([CH2:51][C:52]([N:54]=[C:55]=[S:56])=[O:53])[CH:50]=[CH:49][CH:48]=[CH:47][CH:46]=1.C(=O)([O-])O.[Na+]. (6) Given the product [Cl:1][C:2]1[CH:7]=[CH:6][C:5]([C:8]([N:10]2[CH2:11][CH2:12][C:13]([CH2:22][CH2:23][N:24]3[CH:29]4[CH2:30][CH2:31][CH:25]3[CH2:26][CH:27]([N:32]3[C:36]5[CH:37]=[CH:38][CH:39]=[CH:40][C:35]=5[N:34]=[C:33]3[CH3:41])[CH2:28]4)([C:16]3[CH:17]=[CH:18][CH:19]=[CH:20][CH:21]=3)[CH2:14][CH2:15]2)=[O:9])=[CH:4][C:3]=1[S:42]([NH:45][C:46](=[O:50])[CH:47]([CH3:49])[CH3:48])(=[O:43])=[O:44], predict the reactants needed to synthesize it. The reactants are: [Cl:1][C:2]1[CH:7]=[CH:6][C:5]([C:8]([N:10]2[CH2:15][CH2:14][C:13]([CH2:22][CH2:23][N:24]3[CH:29]4[CH2:30][CH2:31][CH:25]3[CH2:26][CH:27]([N:32]3[C:36]5[CH:37]=[CH:38][CH:39]=[CH:40][C:35]=5[N:34]=[C:33]3[CH3:41])[CH2:28]4)([C:16]3[CH:21]=[CH:20][CH:19]=[CH:18][CH:17]=3)[CH2:12][CH2:11]2)=[O:9])=[CH:4][C:3]=1[S:42]([NH2:45])(=[O:44])=[O:43].[C:46](Cl)(=[O:50])[CH:47]([CH3:49])[CH3:48].